The task is: Binary Classification. Given a T-cell receptor sequence (or CDR3 region) and an epitope sequence, predict whether binding occurs between them.. This data is from TCR-epitope binding with 47,182 pairs between 192 epitopes and 23,139 TCRs. (1) The epitope is IIKDYGKQM. The TCR CDR3 sequence is CASSLLGVSAQETQYF. Result: 0 (the TCR does not bind to the epitope). (2) The epitope is YLDAYNMMI. The TCR CDR3 sequence is CASTRDGRGSEKLFF. Result: 0 (the TCR does not bind to the epitope). (3) The epitope is GLCTLVAML. The TCR CDR3 sequence is CSVEDAGGNQPQHF. Result: 1 (the TCR binds to the epitope). (4) The epitope is FADDLNQLTGY. The TCR CDR3 sequence is CASSFGTGELFF. Result: 0 (the TCR does not bind to the epitope). (5) The epitope is TFYLTNDVSFL. The TCR CDR3 sequence is CASSFFPDTQYF. Result: 0 (the TCR does not bind to the epitope). (6) Result: 0 (the TCR does not bind to the epitope). The epitope is YYRRATRRIR. The TCR CDR3 sequence is CASRVVGVAGNYGYTF. (7) The TCR CDR3 sequence is CASSSGGTGELFF. The epitope is SEISMDNSPNL. Result: 0 (the TCR does not bind to the epitope). (8) The epitope is FPRPWLHGL. The TCR CDR3 sequence is CASSLSGQLDTQYF. Result: 0 (the TCR does not bind to the epitope). (9) The epitope is QARQMVQAMRTIGTHP. The TCR CDR3 sequence is CASRPRYGGAPGELFF. Result: 1 (the TCR binds to the epitope). (10) The epitope is IVTDFSVIK. The TCR CDR3 sequence is CAWTGTGKIGWDSPLHF. Result: 1 (the TCR binds to the epitope).